The task is: Predict which catalyst facilitates the given reaction.. This data is from Catalyst prediction with 721,799 reactions and 888 catalyst types from USPTO. Reactant: [F:1][C:2]1[CH:3]=[C:4]2[C:8](=[CH:9][CH:10]=1)[NH:7][C:6](=[O:11])[C:5]2=[CH:12][C:13]1[CH:14]=[C:15]([CH:29]=[CH:30][CH:31]=1)[C:16]([NH:18][CH2:19][CH2:20][CH2:21][CH2:22][CH2:23][CH2:24][CH2:25][C:26]([OH:28])=O)=[O:17].Cl.C(N=C=NCCCN(C)C)C.O[C:45]1[C:53]2[N:52]=N[NH:50][C:49]=2[CH:48]=[CH:47][CH:46]=1.C(N(CC)CC)C.C1(N)C=CC=CC=1N. Product: [F:1][C:2]1[CH:3]=[C:4]2[C:8](=[CH:9][CH:10]=1)[NH:7][C:6](=[O:11])[C:5]2=[CH:12][C:13]1[CH:14]=[C:15]([CH:29]=[CH:30][CH:31]=1)[C:16]([NH:18][CH2:19][CH2:20][CH2:21][CH2:22][CH2:23][CH2:24][CH2:25][C:26]([NH:50][C:49]1[CH:48]=[CH:47][CH:46]=[CH:45][C:53]=1[NH2:52])=[O:28])=[O:17]. The catalyst class is: 650.